The task is: Predict the reaction yield, written as a fraction of the theoretical maximum amount of product (1.0 means a 100% yield; for example, 0.34 means a 34% yield).. This data is from Reaction yield outcomes from USPTO patents with 853,638 reactions. The reactants are [CH3:1][C:2]1[N:37]=[C:5]2[N:6]([CH2:33][C:34](=O)[CH3:35])[C:7](=[O:32])[C:8]([CH2:13][C:14]3[CH:19]=[CH:18][C:17]([C:20]4[CH:25]=[CH:24][CH:23]=[CH:22][C:21]=4[C:26]4[NH:30][C:29](=[O:31])[O:28][N:27]=4)=[CH:16][CH:15]=3)=[C:9]([CH2:10][CH2:11][CH3:12])[N:4]2[N:3]=1.Cl.[NH2:39][O:40][CH:41]([CH3:43])[CH3:42].N1C=CC=CC=1.Cl. The catalyst is O.C(OCC)(=O)C. The product is [CH3:1][C:2]1[N:37]=[C:5]2[N:6]([CH2:33]/[C:34](=[N:39]\[O:40][CH:41]([CH3:43])[CH3:42])/[CH3:35])[C:7](=[O:32])[C:8]([CH2:13][C:14]3[CH:15]=[CH:16][C:17]([C:20]4[CH:25]=[CH:24][CH:23]=[CH:22][C:21]=4[C:26]4[NH:30][C:29](=[O:31])[O:28][N:27]=4)=[CH:18][CH:19]=3)=[C:9]([CH2:10][CH2:11][CH3:12])[N:4]2[N:3]=1. The yield is 0.110.